From a dataset of Reaction yield outcomes from USPTO patents with 853,638 reactions. Predict the reaction yield, written as a fraction of the theoretical maximum amount of product (1.0 means a 100% yield; for example, 0.34 means a 34% yield). (1) The reactants are [CH:1]([NH:14][C:15]1[N:23]=[C:22](Cl)[N:21]=[C:20]2[C:16]=1[N:17]=[CH:18][N:19]2[CH:25]([CH3:27])[CH3:26])([C:8]1[CH:13]=[CH:12][CH:11]=[CH:10][CH:9]=1)[C:2]1[CH:7]=[CH:6][CH:5]=[CH:4][CH:3]=1.[NH2:28][C@H:29]([CH2:32][CH3:33])[CH2:30][OH:31]. The catalyst is O.CCOC(C)=O.CCOCC. The product is [CH:1]([NH:14][C:15]1[N:23]=[C:22]([NH:28][C@H:29]([CH2:32][CH3:33])[CH2:30][OH:31])[N:21]=[C:20]2[C:16]=1[N:17]=[CH:18][N:19]2[CH:25]([CH3:27])[CH3:26])([C:8]1[CH:13]=[CH:12][CH:11]=[CH:10][CH:9]=1)[C:2]1[CH:7]=[CH:6][CH:5]=[CH:4][CH:3]=1. The yield is 0.640. (2) The reactants are [C-]#[N:2].[Na+].[NH2:4][C:5]1[CH:10]=[CH:9][C:8]([CH3:11])=[CH:7][CH:6]=1.[C:12]1(=O)[CH2:18][CH2:17][CH2:16][CH2:15][CH2:14][CH2:13]1.C(OCC)(=O)C. The catalyst is C(O)(=O)C. The product is [CH3:11][C:8]1[CH:9]=[CH:10][C:5]([NH:4][C:14]2([C:13]#[N:2])[CH2:15][CH2:16][CH2:17][CH2:18][CH2:12]2)=[CH:6][CH:7]=1. The yield is 0.960. (3) The reactants are [CH2:1]([C@@H:8]1[CH2:12][O:11][C:10](=[O:13])[N:9]1[C:14](=[O:33])[C@H:15]([CH3:32])[C@H:16]([C@H:18]1[CH2:22][O:21][C:20]([CH3:24])([CH3:23])[N:19]1[C:25]([O:27][C:28]([CH3:31])([CH3:30])[CH3:29])=[O:26])[OH:17])[C:2]1[CH:7]=[CH:6][CH:5]=[CH:4][CH:3]=1.N1C(C)=CC=CC=1C.[Si:42](OS(C(F)(F)F)(=O)=O)([C:45]([CH3:48])([CH3:47])[CH3:46])([CH3:44])[CH3:43]. The catalyst is C(Cl)Cl.C(OCC)(=O)C. The product is [CH2:1]([C@@H:8]1[CH2:12][O:11][C:10](=[O:13])[N:9]1[C:14](=[O:33])[C@H:15]([CH3:32])[C@H:16]([C@H:18]1[CH2:22][O:21][C:20]([CH3:24])([CH3:23])[N:19]1[C:25]([O:27][C:28]([CH3:31])([CH3:30])[CH3:29])=[O:26])[O:17][Si:42]([C:45]([CH3:48])([CH3:47])[CH3:46])([CH3:44])[CH3:43])[C:2]1[CH:7]=[CH:6][CH:5]=[CH:4][CH:3]=1. The yield is 0.830. (4) The reactants are [C:1]([NH:4][C:5]1[CH:13]=[CH:12][C:8]([C:9](Cl)=[O:10])=[CH:7][CH:6]=1)(=[O:3])[CH3:2].[Br:14][C:15]1[CH:19]=[N:18][N:17]([CH3:20])[C:16]=1[C:21]1[CH:22]=[C:23]([CH:25]=[CH:26][C:27]=1[O:28][CH2:29][C:30]([CH3:35])([N+:32]([O-])=O)[CH3:31])[NH2:24].C(N(CC)C(C)C)(C)C. The catalyst is ClCCl. The product is [C:1]([NH:4][C:5]1[CH:13]=[CH:12][C:8]([C:9]([NH:24][C:23]2[CH:25]=[CH:26][C:27]([O:28][CH2:29][C:30]([NH2:32])([CH3:35])[CH3:31])=[C:21]([C:16]3[N:17]([CH3:20])[N:18]=[CH:19][C:15]=3[Br:14])[CH:22]=2)=[O:10])=[CH:7][CH:6]=1)(=[O:3])[CH3:2]. The yield is 0.220.